Dataset: Reaction yield outcomes from USPTO patents with 853,638 reactions. Task: Predict the reaction yield, written as a fraction of the theoretical maximum amount of product (1.0 means a 100% yield; for example, 0.34 means a 34% yield). The reactants are [NH2:1][CH:2]1[CH2:7][CH2:6][O:5][CH2:4][CH2:3]1.C[Al](C)C.C([O:14][C:15]([C:17]1[S:21][C:20](/[CH:22]=[CH:23]/[C:24]2[C:25]([C:30]3[CH:35]=[CH:34][CH:33]=[CH:32][CH:31]=3)=[N:26][O:27][C:28]=2[CH3:29])=[N:19][CH:18]=1)=O)C. The catalyst is O1CCOCC1.C1(C)C=CC=CC=1. The product is [O:5]1[CH2:6][CH2:7][CH:2]([NH:1][C:15]([C:17]2[S:21][C:20](/[CH:22]=[CH:23]/[C:24]3[C:25]([C:30]4[CH:35]=[CH:34][CH:33]=[CH:32][CH:31]=4)=[N:26][O:27][C:28]=3[CH3:29])=[N:19][CH:18]=2)=[O:14])[CH2:3][CH2:4]1. The yield is 0.590.